Task: Predict the product of the given reaction.. Dataset: Forward reaction prediction with 1.9M reactions from USPTO patents (1976-2016) (1) Given the reactants [OH:1][CH2:2][C:3]1[C:12]([C:13]2[CH:18]=[CH:17][C:16]([O:19][CH2:20][O:21][CH3:22])=[CH:15][C:14]=2[O:23][CH3:24])=[CH:11][CH:10]=[C:9]2[C:4]=1[C:5]([CH3:27])=[CH:6][C:7]([CH3:26])([CH3:25])[NH:8]2.C[C:29]1[CH:37]=[CH:36][CH:35]=[CH:34][C:30]=1[C:31]([OH:33])=O.[CH2:38](P(CCCC)CCCC)CCC.N(C(N1CCCCC1)=O)=NC(N1CCCCC1)=O, predict the reaction product. The product is: [CH3:24][O:23][C:14]1[CH:15]=[C:16]([O:19][CH2:20][O:21][CH3:22])[CH:17]=[CH:18][C:13]=1[C:12]1[C:3]([CH2:2][O:1][C:31](=[O:33])[C:30]2[CH:29]=[CH:37][C:36]([CH3:38])=[CH:35][CH:34]=2)=[C:4]2[C:9](=[CH:10][CH:11]=1)[NH:8][C:7]([CH3:26])([CH3:25])[CH:6]=[C:5]2[CH3:27]. (2) Given the reactants [CH3:1]C(C)=O.[C:5]([C:9]1[CH2:13][CH:12]=[C:11]([CH3:14])[CH:10]=1)([CH3:8])([CH3:7])[CH3:6].N1CCCC1.C(O[CH2:23][CH3:24])C, predict the reaction product. The product is: [C:5]([C:9]1[CH:1]=[C:23]([CH3:24])[C:12](=[C:11]([CH3:10])[CH3:14])[CH:13]=1)([CH3:6])([CH3:7])[CH3:8]. (3) Given the reactants [CH3:1][O:2][C:3](=[O:40])[C@@H:4]([NH:32]C(OC(C)(C)C)=O)[CH2:5][C:6]1[CH:31]=[CH:30][C:9]2[O:10][C@H:11]([C:14]3[CH:19]=[CH:18][C:17]([O:20][CH2:21][C:22]4[CH:27]=[CH:26][C:25]([Cl:28])=[C:24]([Cl:29])[CH:23]=4)=[CH:16][CH:15]=3)[CH2:12][O:13][C:8]=2[CH:7]=1.Cl, predict the reaction product. The product is: [ClH:28].[CH3:1][O:2][C:3](=[O:40])[C@@H:4]([NH2:32])[CH2:5][C:6]1[CH:31]=[CH:30][C:9]2[O:10][C@H:11]([C:14]3[CH:19]=[CH:18][C:17]([O:20][CH2:21][C:22]4[CH:27]=[CH:26][C:25]([Cl:28])=[C:24]([Cl:29])[CH:23]=4)=[CH:16][CH:15]=3)[CH2:12][O:13][C:8]=2[CH:7]=1. (4) Given the reactants [S:1]([C:14]1[C:19]([C:20](O)=[O:21])=[CH:18][C:17]([F:23])=[CH:16][CH:15]=1)([C:4]1[C:9]([C:10](O)=[O:11])=[CH:8][C:7]([F:13])=[CH:6][CH:5]=1)(=[O:3])=[O:2].C(C1C=CC=C([N+]([O-])=O)C=1SC1C=CC(F)=CC=1C(O)=O)(O)=O.B, predict the reaction product. The product is: [F:23][C:17]1[CH:16]=[CH:15][C:14]([S:1]([C:4]2[C:9]([CH2:10][OH:11])=[CH:8][C:7]([F:13])=[CH:6][CH:5]=2)(=[O:3])=[O:2])=[C:19]([CH2:20][OH:21])[CH:18]=1. (5) Given the reactants [CH2:1]([N:8]1[C:13]([CH3:15])([CH3:14])[CH2:12][O:11][CH:10]([CH3:16])[C:9]1=[O:17])[C:2]1[CH:7]=[CH:6][CH:5]=[CH:4][CH:3]=1.[CH3:18][Si](C)(C)[N-][Si](C)(C)C.[Li+].[CH2:28](I)[CH:29]=C, predict the reaction product. The product is: [CH2:16]([C:10]1([CH3:18])[O:11][CH2:12][C:13]([CH3:14])([CH3:15])[N:8]([CH2:1][C:2]2[CH:3]=[CH:4][CH:5]=[CH:6][CH:7]=2)[C:9]1=[O:17])[CH:28]=[CH2:29].